From a dataset of Full USPTO retrosynthesis dataset with 1.9M reactions from patents (1976-2016). Predict the reactants needed to synthesize the given product. (1) Given the product [CH:21]1([N:19]2[CH:20]=[C:16]([C:15]3[C:6]([O:5][CH:3]4[CH2:2][N:1]([CH:29]([CH3:31])[CH3:28])[CH2:4]4)=[C:7]4[C:12](=[CH:13][CH:14]=3)[N:11]([C:24](=[O:26])[CH3:25])[C@@H:10]([CH3:27])[CH2:9][CH2:8]4)[CH:17]=[N:18]2)[CH2:23][CH2:22]1, predict the reactants needed to synthesize it. The reactants are: [NH:1]1[CH2:4][CH:3]([O:5][C:6]2[C:15]([C:16]3[CH:17]=[N:18][N:19]([CH:21]4[CH2:23][CH2:22]4)[CH:20]=3)=[CH:14][CH:13]=[C:12]3[C:7]=2[CH2:8][CH2:9][C@H:10]([CH3:27])[N:11]3[C:24](=[O:26])[CH3:25])[CH2:2]1.[CH3:28][C:29]([CH3:31])=O. (2) Given the product [CH3:1][O:2][CH2:3][CH2:4][O:5][CH2:6][CH2:7][O:8][CH2:13][CH2:12][O:19][C:20]([C@H:22]1[NH:25][C:24](=[O:26])[CH2:23]1)=[O:21], predict the reactants needed to synthesize it. The reactants are: [CH3:1][O:2][CH2:3][CH2:4][O:5][CH2:6][CH2:7][O:8]CCO.[CH2:12]([O:19][C:20]([C@H:22]1[NH:25][C:24](=[O:26])[CH2:23]1)=[O:21])[C:13]1C=CC=CC=1.